From a dataset of Reaction yield outcomes from USPTO patents with 853,638 reactions. Predict the reaction yield, written as a fraction of the theoretical maximum amount of product (1.0 means a 100% yield; for example, 0.34 means a 34% yield). The reactants are [N:1]([CH2:4][CH2:5][NH:6][C:7](=[O:21])[CH2:8][CH2:9][CH2:10][CH2:11][CH2:12][CH2:13][CH2:14][CH2:15][CH2:16][CH2:17][CH2:18]CC)=[N+:2]=[N-:3].[CH2:22](C1C=CC(C(Cl)=O)=CC=1)[CH2:23]CCCCC.N(CCN)=[N+]=[N-].C(N(CC)CC)C. The catalyst is ClCCl. The product is [N:1]([CH2:4][CH2:5][NH:6][C:7](=[O:21])[C:8]1[CH:9]=[CH:10][C:11]([CH2:12][CH2:13][CH2:14][CH2:15][CH2:16][CH2:17][CH3:18])=[CH:23][CH:22]=1)=[N+:2]=[N-:3]. The yield is 0.750.